This data is from Reaction yield outcomes from USPTO patents with 853,638 reactions. The task is: Predict the reaction yield, written as a fraction of the theoretical maximum amount of product (1.0 means a 100% yield; for example, 0.34 means a 34% yield). (1) The product is [S:37]([C:34]1[CH:35]=[CH:36][C:31]([CH3:30])=[CH:32][CH:33]=1)([OH:40])(=[O:39])=[O:38].[S:37]([C:34]1[CH:35]=[CH:36][C:31]([CH3:30])=[CH:32][CH:33]=1)([OH:40])(=[O:39])=[O:38].[C@@H:18]12[CH2:19][NH:20][C@@H:21]1[CH2:22][N:16]([C:12]1[CH:11]=[C:10]([C:7]3[CH:8]=[C:9]4[C:4]([CH:3]=[CH:2][NH:1]4)=[CH:5][CH:6]=3)[CH:15]=[N:14][CH:13]=1)[CH2:17]2. The reactants are [NH:1]1[C:9]2[C:4](=[CH:5][CH:6]=[C:7]([C:10]3[CH:11]=[C:12]([N:16]4[CH2:22][C@@H:21]5[C@@H:18]([CH2:19][N:20]5C(OC(C)(C)C)=O)[CH2:17]4)[CH:13]=[N:14][CH:15]=3)[CH:8]=2)[CH:3]=[CH:2]1.[CH3:30][C:31]1[CH:32]=[CH:33][C:34]([S:37]([OH:40])(=[O:39])=[O:38])=[CH:35][CH:36]=1.O. The catalyst is CCOC(C)=O. The yield is 0.594. (2) The reactants are [NH2:1][CH:2]([CH2:12][C:13]1[CH:18]=[CH:17][C:16]([O:19][CH3:20])=[CH:15][CH:14]=1)[CH:3]([C:5]1[CH:10]=[CH:9][C:8]([F:11])=[CH:7][CH:6]=1)[OH:4].[F:21][C:22]1[C:31]2[C:26](=[CH:27][CH:28]=[CH:29][CH:30]=2)[C:25]([C:32](O)=[O:33])=[CH:24][CH:23]=1.Cl.C(N=C=NCCCN(C)C)C.ON1C2C=CC=CC=2N=N1. The catalyst is C(#N)C.O. The product is [F:21][C:22]1[C:31]2[C:26](=[CH:27][CH:28]=[CH:29][CH:30]=2)[C:25]([C:32]([NH:1][CH:2]([CH2:12][C:13]2[CH:14]=[CH:15][C:16]([O:19][CH3:20])=[CH:17][CH:18]=2)[CH:3]([C:5]2[CH:6]=[CH:7][C:8]([F:11])=[CH:9][CH:10]=2)[OH:4])=[O:33])=[CH:24][CH:23]=1. The yield is 0.760. (3) The reactants are [N+:1]([C:4]1[CH:9]=[CH:8][CH:7]=[CH:6][C:5]=1F)([O-:3])=[O:2].[CH2:11]([O:13][C:14](=[O:22])[CH2:15][CH:16]1[CH2:21][CH2:20][NH:19][CH2:18][CH2:17]1)[CH3:12].C(=O)([O-])[O-].[K+].[K+]. The catalyst is CN(C)C=O.O. The product is [CH2:11]([O:13][C:14](=[O:22])[CH2:15][CH:16]1[CH2:21][CH2:20][N:19]([C:5]2[CH:6]=[CH:7][CH:8]=[CH:9][C:4]=2[N+:1]([O-:3])=[O:2])[CH2:18][CH2:17]1)[CH3:12]. The yield is 0.890. (4) The yield is 0.580. The reactants are Br[C:2]1[CH:14]=[CH:13][C:12]2[C:11]3[C:6](=[CH:7][C:8]([C:15]4[CH:20]=[CH:19][C:18]([O:21][CH3:22])=[CH:17][C:16]=4[C:23]4[CH:28]=[CH:27][CH:26]=[CH:25][CH:24]=4)=[CH:9][CH:10]=3)[N:5]([C:29]3[CH:34]=[CH:33][CH:32]=[CH:31][CH:30]=3)[C:4]=2[CH:3]=1.[C:35]1([C:44]2[CH:49]=[CH:48][CH:47]=[CH:46][CH:45]=2)[CH:40]=[CH:39][CH:38]=[CH:37][C:36]=1B(O)O.C([O-])([O-])=O.[Na+].[Na+].CCO. The product is [C:35]1([C:44]2[CH:49]=[CH:48][CH:47]=[CH:46][CH:45]=2)[CH:40]=[CH:39][CH:38]=[CH:37][C:36]=1[C:2]1[CH:14]=[CH:13][C:12]2[C:11]3[C:6](=[CH:7][C:8]([C:15]4[CH:20]=[CH:19][C:18]([O:21][CH3:22])=[CH:17][C:16]=4[C:23]4[CH:28]=[CH:27][CH:26]=[CH:25][CH:24]=4)=[CH:9][CH:10]=3)[N:5]([C:29]3[CH:34]=[CH:33][CH:32]=[CH:31][CH:30]=3)[C:4]=2[CH:3]=1. The catalyst is C1C=CC([P]([Pd]([P](C2C=CC=CC=2)(C2C=CC=CC=2)C2C=CC=CC=2)([P](C2C=CC=CC=2)(C2C=CC=CC=2)C2C=CC=CC=2)[P](C2C=CC=CC=2)(C2C=CC=CC=2)C2C=CC=CC=2)(C2C=CC=CC=2)C2C=CC=CC=2)=CC=1.C1(C)C=CC=CC=1. (5) The reactants are [H-].[Na+].CN(C)C=O.[Br:8][C:9]1[NH:10][C:11]([Br:17])=[C:12]([N+:14]([O-:16])=[O:15])[N:13]=1.Cl[CH2:19][O:20][CH3:21]. The catalyst is O. The product is [Br:8][C:9]1[N:10]([CH2:19][O:20][CH3:21])[C:11]([Br:17])=[C:12]([N+:14]([O-:16])=[O:15])[N:13]=1. The yield is 0.843. (6) The reactants are [C:1]([N:11]1[CH2:16][CH2:15][NH:14][CH2:13][CH2:12]1)([O:3][CH2:4][C:5]1[CH:10]=[CH:9][CH:8]=[CH:7][CH:6]=1)=[O:2].C(Cl)CCl.C1C=CC2N(O)N=NC=2C=1.[N:31]1([C:40]([O:42][C:43]([CH3:46])([CH3:45])[CH3:44])=[O:41])[CH2:39][CH2:38][CH2:37][CH2:36][C@@H:32]1[C:33](O)=[O:34].C(N(CC)CC)C. The catalyst is C(Cl)Cl. The product is [CH3:46][C:43]([O:42][C:40]([N:31]1[CH2:39][CH2:38][CH2:37][CH2:36][C@@H:32]1[C:33]([N:14]1[CH2:13][CH2:12][N:11]([C:1]([O:3][CH2:4][C:5]2[CH:6]=[CH:7][CH:8]=[CH:9][CH:10]=2)=[O:2])[CH2:16][CH2:15]1)=[O:34])=[O:41])([CH3:44])[CH3:45]. The yield is -0.990. (7) The product is [CH2:33]([N:35]1[C:39]([CH:40]=[CH:12][C:10]2[N:11]=[C:7]3[C:6]([CH3:32])=[N:5][CH:4]=[C:3]([CH3:2])[N:8]3[N:9]=2)=[N:38][C:37]([N:42]2[CH2:46][CH2:45][CH2:44][CH2:43]2)=[N:36]1)[CH3:34]. The yield is 0.401. The reactants are [Cl-].[CH3:2][C:3]1[N:8]2[N:9]=[C:10]([CH2:12][P+](C3C=CC=CC=3)(C3C=CC=CC=3)C3C=CC=CC=3)[N:11]=[C:7]2[C:6]([CH3:32])=[N:5][CH:4]=1.[CH2:33]([N:35]1[C:39]([CH:40]=O)=[N:38][C:37]([N:42]2[CH2:46][CH2:45][CH2:44][CH2:43]2)=[N:36]1)[CH3:34].N12CCCN=C1CCCCC2. The catalyst is O1CCCC1. (8) The reactants are [F:1][C:2]1[CH:3]=[C:4]([C:23]2[CH:28]=[CH:27][C:26]([C:29]([C@@H:31]3[CH2:35][CH2:34][CH2:33][C@H:32]3[C:36]([O:38]C)=[O:37])=[O:30])=[CH:25][CH:24]=2)[CH:5]=[CH:6][C:7]=1[NH:8][C:9]1[S:10][C:11]2[CH:17]=[C:16]([O:18][C:19]([F:22])([F:21])[F:20])[CH:15]=[CH:14][C:12]=2[N:13]=1. The catalyst is C1COCC1.O1CCOCC1.[OH-].[Na+]. The product is [F:1][C:2]1[CH:3]=[C:4]([C:23]2[CH:28]=[CH:27][C:26]([C:29]([C@@H:31]3[CH2:35][CH2:34][CH2:33][C@H:32]3[C:36]([OH:38])=[O:37])=[O:30])=[CH:25][CH:24]=2)[CH:5]=[CH:6][C:7]=1[NH:8][C:9]1[S:10][C:11]2[CH:17]=[C:16]([O:18][C:19]([F:21])([F:20])[F:22])[CH:15]=[CH:14][C:12]=2[N:13]=1. The yield is 0.800. (9) The reactants are Br[C:2]1[CH:3]=[C:4]([O:12][CH2:13][O:14][CH3:15])[C:5]([O:8][CH2:9][O:10][CH3:11])=[N:6][CH:7]=1.CCN(C(C)C)C(C)C.CC1(C)C2C(=C(P(C3C=CC=CC=3)C3C=CC=CC=3)C=CC=2)OC2C(P(C3C=CC=CC=3)C3C=CC=CC=3)=CC=CC1=2.[SH:67][CH2:68][CH2:69][C:70]([O:72][CH3:73])=[O:71]. The catalyst is O1CCOCC1.C1C=CC(/C=C/C(/C=C/C2C=CC=CC=2)=O)=CC=1.C1C=CC(/C=C/C(/C=C/C2C=CC=CC=2)=O)=CC=1.C1C=CC(/C=C/C(/C=C/C2C=CC=CC=2)=O)=CC=1.[Pd].[Pd]. The product is [CH3:15][O:14][CH2:13][O:12][C:4]1[CH:3]=[C:2]([S:67][CH2:68][CH2:69][C:70]([O:72][CH3:73])=[O:71])[CH:7]=[N:6][C:5]=1[O:8][CH2:9][O:10][CH3:11]. The yield is 0.720.